From a dataset of Full USPTO retrosynthesis dataset with 1.9M reactions from patents (1976-2016). Predict the reactants needed to synthesize the given product. (1) The reactants are: [C:1]([O:5][CH:6]([C:11]1[C:12]([C:21]2[CH:22]=[C:23]3[C:28](=[CH:29][CH:30]=2)[O:27][CH2:26][CH2:25][CH2:24]3)=[C:13]2[CH:20]=[CH:19][NH:18][C:14]2=[N:15][C:16]=1[CH3:17])[C:7]([O:9]C)=[O:8])([CH3:4])([CH3:3])[CH3:2].[F:31][C:32]1[CH:33]=[CH:34][C:35]([CH3:40])=[C:36]([CH:39]=1)[CH2:37]Br. Given the product [C:1]([O:5][CH:6]([C:11]1[C:12]([C:21]2[CH:22]=[C:23]3[C:28](=[CH:29][CH:30]=2)[O:27][CH2:26][CH2:25][CH2:24]3)=[C:13]2[CH:20]=[CH:19][N:18]([CH2:37][C:36]3[CH:39]=[C:32]([F:31])[CH:33]=[CH:34][C:35]=3[CH3:40])[C:14]2=[N:15][C:16]=1[CH3:17])[C:7]([OH:9])=[O:8])([CH3:4])([CH3:3])[CH3:2], predict the reactants needed to synthesize it. (2) Given the product [CH2:30]([O:29][C:28]1[C:23]2[N:24]([CH:3]=[CH:4][N:22]=2)[CH:25]=[CH:26][CH:27]=1)[C:31]1[CH:32]=[CH:33][CH:34]=[CH:35][CH:36]=1, predict the reactants needed to synthesize it. The reactants are: Cl.Br[CH2:3][CH:4](OCC)OCC.[O-]S([O-])(=O)=O.[Na+].[Na+].BrCC=O.[NH2:22][C:23]1[C:28]([O:29][CH2:30][C:31]2[CH:36]=[CH:35][CH:34]=[CH:33][CH:32]=2)=[CH:27][CH:26]=[CH:25][N:24]=1.C([O-])(O)=O.[Na+].